This data is from Full USPTO retrosynthesis dataset with 1.9M reactions from patents (1976-2016). The task is: Predict the reactants needed to synthesize the given product. (1) Given the product [CH3:28][N:29]([CH3:36])[CH2:30][CH2:31][CH2:32][C:33]([NH:1][C:2]1[CH:3]=[CH:4][C:5]([S:8][C:9]2[C:18]3[C:13](=[CH:14][CH:15]=[CH:16][CH:17]=3)[NH:12]/[C:11](=[C:19]3/[C:20]([CH2:25][CH2:26][CH3:27])=[N:21][NH:22][C:23]/3=[O:24])/[CH:10]=2)=[CH:6][CH:7]=1)=[O:34], predict the reactants needed to synthesize it. The reactants are: [NH2:1][C:2]1[CH:7]=[CH:6][C:5]([S:8][C:9]2[C:18]3[C:13](=[CH:14][CH:15]=[CH:16][CH:17]=3)[NH:12]/[C:11](=[C:19]3/[C:20]([CH2:25][CH2:26][CH3:27])=[N:21][NH:22][C:23]/3=[O:24])/[CH:10]=2)=[CH:4][CH:3]=1.[CH3:28][N:29]([CH3:36])[CH2:30][CH2:31][CH2:32][C:33](Cl)=[O:34]. (2) Given the product [OH:2][CH2:3][C:4]1[CH:5]=[CH:6][C:7]([O:10][S:11]([CH3:14])(=[O:13])=[O:12])=[CH:8][CH:9]=1, predict the reactants needed to synthesize it. The reactants are: C[O:2][C:3](=O)[C:4]1[CH:9]=[CH:8][C:7]([O:10][S:11]([CH3:14])(=[O:13])=[O:12])=[CH:6][CH:5]=1.[H-].[H-].[H-].[H-].[Li+].[Al+3].Cl.